Dataset: CYP2C9 inhibition data for predicting drug metabolism from PubChem BioAssay. Task: Regression/Classification. Given a drug SMILES string, predict its absorption, distribution, metabolism, or excretion properties. Task type varies by dataset: regression for continuous measurements (e.g., permeability, clearance, half-life) or binary classification for categorical outcomes (e.g., BBB penetration, CYP inhibition). Dataset: cyp2c9_veith. The compound is CCOC(=O)N1CCC(NC(=O)c2cc(S(=O)(=O)N3CCCC3)cn2C)CC1. The result is 1 (inhibitor).